This data is from Reaction yield outcomes from USPTO patents with 853,638 reactions. The task is: Predict the reaction yield, written as a fraction of the theoretical maximum amount of product (1.0 means a 100% yield; for example, 0.34 means a 34% yield). (1) The reactants are [N:1]1([CH2:6][CH2:7][NH2:8])[CH:5]=[CH:4][N:3]=[N:2]1.C(=O)([O-])O.[Na+].[OH:14][C:15]1[CH:20]=[CH:19][C:18]([S:21](Cl)(=[O:23])=[O:22])=[CH:17][CH:16]=1. The catalyst is C1COCC1. The product is [OH:14][C:15]1[CH:20]=[CH:19][C:18]([S:21]([NH:8][CH2:7][CH2:6][N:1]2[CH:5]=[CH:4][N:3]=[N:2]2)(=[O:23])=[O:22])=[CH:17][CH:16]=1. The yield is 0.720. (2) The reactants are FC1C=C(F)C=CC=1C1C=C(COS(C)(=O)=O)C(=O)N(CC(C)C)N=1.[Cl:26][C:27]1[CH:54]=[CH:53][C:30]([CH:31]=[CH:32][CH2:33][N:34]2[C:39](=[O:40])[C:38]([C:41]([O:43]C)=[O:42])=[CH:37][C:36]([C:45]3[CH:50]=[CH:49][C:48]([F:51])=[C:47]([CH3:52])[CH:46]=3)=[N:35]2)=[CH:29][CH:28]=1. No catalyst specified. The product is [C:41]([C:38]1[C:39](=[O:40])[N:34]([CH2:33][CH:32]=[CH:31][C:30]2[CH:53]=[CH:54][C:27]([Cl:26])=[CH:28][CH:29]=2)[N:35]=[C:36]([C:45]2[CH:50]=[CH:49][C:48]([F:51])=[C:47]([CH3:52])[CH:46]=2)[CH:37]=1)([OH:43])=[O:42]. The yield is 0.862. (3) The reactants are [CH3:1][C:2]1[CH:7]=[CH:6][C:5]([NH:8][C:9](=[O:20])[C:10]2[CH:15]=[CH:14][CH:13]=[C:12]([C:16]([F:19])([F:18])[F:17])[CH:11]=2)=[CH:4][C:3]=1[NH:21][C:22]([C:24]1[C:25]([NH2:32])=[N:26][C:27]([S:30][CH3:31])=[N:28][CH:29]=1)=[O:23].C(N(C(C)C)CC)(C)C.Cl[C:43](Cl)([O:45]C(=O)OC(Cl)(Cl)Cl)Cl. The catalyst is O1CCOCC1.CCOC(C)=O. The product is [CH3:1][C:2]1[CH:7]=[CH:6][C:5]([NH:8][C:9](=[O:20])[C:10]2[CH:15]=[CH:14][CH:13]=[C:12]([C:16]([F:18])([F:19])[F:17])[CH:11]=2)=[CH:4][C:3]=1[N:21]1[C:22](=[O:23])[C:24]2[C:25](=[N:26][C:27]([S:30][CH3:31])=[N:28][CH:29]=2)[NH:32][C:43]1=[O:45]. The yield is 0.550. (4) The reactants are C1(P(=O)(C2C=CC=CC=2)C2C=CC=CC=2)C=CC=CC=1.FC(F)(F)S(OS(C(F)(F)F)(=O)=O)(=O)=O.C([S:43][C:44]1([CH2:50][NH:51][C:52]([C:54]2[NH:55][C:56]3[C:61]([CH:62]=2)=[CH:60][C:59]([O:63][CH2:64][CH2:65][O:66][CH3:67])=[CH:58][C:57]=3[N:68]([CH3:78])[S:69]([C:72]2[CH:77]=[CH:76][CH:75]=[CH:74][N:73]=2)(=[O:71])=[O:70])=O)[CH2:49][CH2:48][S:47][CH2:46][CH2:45]1)C1C=CC=CC=1.C1(SC)C=CC=CC=1.C(=O)([O-])O.[Na+]. The yield is 0.170. The catalyst is C(#N)C. The product is [S:43]1[C:44]2([CH2:49][CH2:48][S:47][CH2:46][CH2:45]2)[CH2:50][N:51]=[C:52]1[C:54]1[NH:55][C:56]2[C:61]([CH:62]=1)=[CH:60][C:59]([O:63][CH2:64][CH2:65][O:66][CH3:67])=[CH:58][C:57]=2[N:68]([CH3:78])[S:69]([C:72]1[CH:77]=[CH:76][CH:75]=[CH:74][N:73]=1)(=[O:70])=[O:71]. (5) The reactants are [Cl:1][C:2]1[CH:3]=[C:4]([CH:8]=[CH:9][CH:10]=1)[CH2:5][C:6]#[N:7].[H-].[Na+].[C:13](=O)([O:17]CC)[O:14][CH2:15][CH3:16]. The catalyst is C1COCC1. The product is [CH2:15]([O:14][C:13](=[O:17])[CH:5]([C:4]1[CH:8]=[CH:9][CH:10]=[C:2]([Cl:1])[CH:3]=1)[C:6]#[N:7])[CH3:16]. The yield is 0.680. (6) The reactants are I[C:2]1[C:10]2[C:5](=[N:6][CH:7]=[C:8]([C:11]3[CH:12]=[C:13]([C:17]([N:19]4[CH2:24][CH2:23][O:22][CH2:21][CH2:20]4)=[O:18])[CH:14]=[CH:15][CH:16]=3)[CH:9]=2)[N:4]([CH2:25][O:26][CH2:27][CH2:28][Si:29]([CH3:32])([CH3:31])[CH3:30])[N:3]=1.F[C:34](F)(F)[C:35]1C=C(B(O)O)[CH:38]=[CH:39][CH:40]=1.[C:46](=[O:49])([O-])[O-].[Na+].[Na+].C(#[N:54])C. The catalyst is [Br-].[Na+].C(OCC)(=O)C. The product is [CH3:46][O:49][C:34]1[C:35]([C:2]2[C:10]3[C:5](=[N:6][CH:7]=[C:8]([C:11]4[CH:12]=[C:13]([C:17]([N:19]5[CH2:24][CH2:23][O:22][CH2:21][CH2:20]5)=[O:18])[CH:14]=[CH:15][CH:16]=4)[CH:9]=3)[N:4]([CH2:25][O:26][CH2:27][CH2:28][Si:29]([CH3:32])([CH3:31])[CH3:30])[N:3]=2)=[CH:40][CH:39]=[CH:38][N:54]=1. The yield is 1.16. (7) The reactants are Cl.[CH2:2]([O:4][C:5]1[CH:6]=[C:7]([N:12]2[C:16]([CH2:17][NH2:18])=[CH:15][C:14]([C:19]([F:22])([F:21])[F:20])=[N:13]2)[CH:8]=[C:9]([CH3:11])[CH:10]=1)[CH3:3].[F:23][C:24]1[CH:25]=[C:26]([NH:35][C:36](=O)[O:37]C2C=CC=CC=2)[CH:27]=[CH:28][C:29]=1[CH2:30][O:31][CH2:32][CH2:33][OH:34]. The catalyst is C(#N)C. The product is [CH2:2]([O:4][C:5]1[CH:6]=[C:7]([N:12]2[C:16]([CH2:17][NH:18][C:36]([NH:35][C:26]3[CH:27]=[CH:28][C:29]([CH2:30][O:31][CH2:32][CH2:33][OH:34])=[C:24]([F:23])[CH:25]=3)=[O:37])=[CH:15][C:14]([C:19]([F:20])([F:21])[F:22])=[N:13]2)[CH:8]=[C:9]([CH3:11])[CH:10]=1)[CH3:3]. The yield is 0.390. (8) The reactants are [Br:1][C:2]1[CH:11]=[CH:10][C:5]([C:6]([O:8][CH3:9])=[O:7])=[C:4]([CH3:12])[C:3]=1[OH:13].IC.[C:16](=O)([O-])[O-].[K+].[K+].CC(C)=O. The catalyst is CN(C)C=O.O. The yield is 0.810. The product is [Br:1][C:2]1[CH:11]=[CH:10][C:5]([C:6]([O:8][CH3:9])=[O:7])=[C:4]([CH3:12])[C:3]=1[O:13][CH3:16]. (9) The reactants are [Cl:1][C:2]1[CH:11]=[C:10]2[C:5]([C:6]([N:12]3[CH2:17][CH2:16][NH:15][CH:14]([C:18]([NH2:20])=[O:19])[CH2:13]3)=[N:7][CH:8]=[N:9]2)=[CH:4][C:3]=1[C:21]1[CH:26]=[CH:25][C:24]([Cl:27])=[CH:23][CH:22]=1.F[P-](F)(F)(F)(F)F.N1(O[P+](N(C)C)(N(C)C)N(C)C)C2C=CC=CC=2N=N1.[CH3:55][N:56]([CH3:63])[CH2:57]/[CH:58]=[CH:59]/[C:60](O)=[O:61].CCN(C(C)C)C(C)C. The catalyst is ClCCl. The product is [Cl:1][C:2]1[CH:11]=[C:10]2[C:5]([C:6]([N:12]3[CH2:17][CH2:16][N:15]([C:60](=[O:61])/[CH:59]=[CH:58]/[CH2:57][N:56]([CH3:63])[CH3:55])[CH:14]([C:18]([NH2:20])=[O:19])[CH2:13]3)=[N:7][CH:8]=[N:9]2)=[CH:4][C:3]=1[C:21]1[CH:26]=[CH:25][C:24]([Cl:27])=[CH:23][CH:22]=1. The yield is 0.390.